From a dataset of Reaction yield outcomes from USPTO patents with 853,638 reactions. Predict the reaction yield, written as a fraction of the theoretical maximum amount of product (1.0 means a 100% yield; for example, 0.34 means a 34% yield). (1) The reactants are [CH2:1]([N:3]1[C:11]2[C:6](=[CH:7][CH:8]=[C:9]([O:12][CH3:13])[CH:10]=2)[C:5]([C:14]#[N:15])=[C:4]1[C:16]1[CH:21]=[CH:20][C:19]([OH:22])=[CH:18][CH:17]=1)[CH3:2].C([O-])([O-])=O.[K+].[K+].[CH3:29][O:30][CH2:31][CH2:32]Br. The catalyst is CN(C=O)C. The product is [CH2:1]([N:3]1[C:11]2[C:6](=[CH:7][CH:8]=[C:9]([O:12][CH3:13])[CH:10]=2)[C:5]([C:14]#[N:15])=[C:4]1[C:16]1[CH:17]=[CH:18][C:19]([O:22][CH2:32][CH2:31][O:30][CH3:29])=[CH:20][CH:21]=1)[CH3:2]. The yield is 0.900. (2) The reactants are C(N)CCC.[BH4-].[Na+].[Cl:8][CH2:9][CH2:10][CH2:11][CH2:12][CH2:13][CH2:14][C:15]#[CH:16].Br[C:18]#[C:19][CH2:20][CH2:21][CH2:22][CH3:23]. The catalyst is O.CCCCCC.CO. The product is [Cl:8][CH2:9][CH2:10][CH2:11][CH2:12][CH2:13][CH2:14][C:15]#[C:16][C:18]#[C:19][CH2:20][CH2:21][CH2:22][CH3:23]. The yield is 0.936. (3) The reactants are C([O:8][C:9]1[CH:10]=[C:11]2[C:16](=[CH:17][C:18]=1[O:19][CH3:20])[N:15]=[CH:14][N:13]=[C:12]2[O:21][C:22]1[C:23]([F:32])=[C:24]2[C:28](=[CH:29][CH:30]=1)[NH:27][C:26]([CH3:31])=[CH:25]2)C1C=CC=CC=1.C([O-])=O.[NH4+].O. The catalyst is [Pd].CN(C=O)C. The product is [F:32][C:23]1[C:22]([O:21][C:12]2[C:11]3[C:16](=[CH:17][C:18]([O:19][CH3:20])=[C:9]([OH:8])[CH:10]=3)[N:15]=[CH:14][N:13]=2)=[CH:30][CH:29]=[C:28]2[C:24]=1[CH:25]=[C:26]([CH3:31])[NH:27]2. The yield is 1.00. (4) The reactants are [CH3:1][N:2]([CH3:19])[C:3]([C@@H:5]1[CH2:10][CH2:9][CH2:8][CH2:7][N:6]1[C:11]([C:13]1[CH:18]=[CH:17][CH:16]=[CH:15][CH:14]=1)=O)=O.[H-].[H-].[H-].[H-].[Li+].[Al+3]. The catalyst is C1COCC1. The product is [CH3:1][N:2]([CH3:19])[CH2:3][C@@H:5]1[CH2:10][CH2:9][CH2:8][CH2:7][N:6]1[CH2:11][C:13]1[CH:18]=[CH:17][CH:16]=[CH:15][CH:14]=1. The yield is 0.750. (5) The reactants are [H-].[Na+].[OH:3][C:4]1[CH:9]=[CH:8][C:7]([C:10]2[S:11][C:12]3[CH2:13][N:14]([C:19]([O:21][C:22]([CH3:25])([CH3:24])[CH3:23])=[O:20])[CH2:15][CH2:16][C:17]=3[N:18]=2)=[CH:6][CH:5]=1.CC1C=CC(S(O[C@H:37]2[CH2:40][C@@H:39]([N:41]3[CH2:46][CH2:45][CH2:44][CH2:43][CH2:42]3)[CH2:38]2)(=O)=O)=CC=1. The catalyst is CN(C)C=O. The product is [N:41]1([C@H:39]2[CH2:40][C@H:37]([O:3][C:4]3[CH:9]=[CH:8][C:7]([C:10]4[S:11][C:12]5[CH2:13][N:14]([C:19]([O:21][C:22]([CH3:25])([CH3:24])[CH3:23])=[O:20])[CH2:15][CH2:16][C:17]=5[N:18]=4)=[CH:6][CH:5]=3)[CH2:38]2)[CH2:46][CH2:45][CH2:44][CH2:43][CH2:42]1. The yield is 0.640. (6) The reactants are [NH2:1][C:2]1[N:23]=[C:22](Cl)[CH:21]=[CH:20][C:3]=1[C:4]([NH:6][CH2:7][C:8]1[S:9][C:10]([O:13][C:14]2[CH:19]=[CH:18][CH:17]=[CH:16][CH:15]=2)=[CH:11][CH:12]=1)=[O:5].C1C=CC(CC(NCN[C@H](C(O)=O)CC2C=CC([N+]([O-])=O)=CC=2)=O)=CC=1.[S:51]1[CH:55]=[CH:54][N:53]=[CH:52]1. The catalyst is C1(C)C(C)=CC=CC=1.C1C=CC([P]([Pd]([P](C2C=CC=CC=2)(C2C=CC=CC=2)C2C=CC=CC=2)([P](C2C=CC=CC=2)(C2C=CC=CC=2)C2C=CC=CC=2)[P](C2C=CC=CC=2)(C2C=CC=CC=2)C2C=CC=CC=2)(C2C=CC=CC=2)C2C=CC=CC=2)=CC=1. The product is [NH2:1][C:2]1[N:23]=[C:22]([C:52]2[S:51][CH:55]=[CH:54][N:53]=2)[CH:21]=[CH:20][C:3]=1[C:4]([NH:6][CH2:7][C:8]1[S:9][C:10]([O:13][C:14]2[CH:19]=[CH:18][CH:17]=[CH:16][CH:15]=2)=[CH:11][CH:12]=1)=[O:5]. The yield is 0.190. (7) The reactants are C([O:5][C:6]([C:8]1[O:9][C:10]2[CH:17]=[CH:16][CH:15]=[C:14]([O:18][CH2:19][C:20]([O:22][CH2:23][CH3:24])=[O:21])[C:11]=2[C:12]=1[CH3:13])=[O:7])(C)(C)C.C(O)(C(F)(F)F)=O.C(Cl)Cl. No catalyst specified. The product is [CH2:23]([O:22][C:20]([CH2:19][O:18][C:14]1[C:11]2[C:12]([CH3:13])=[C:8]([C:6]([OH:7])=[O:5])[O:9][C:10]=2[CH:17]=[CH:16][CH:15]=1)=[O:21])[CH3:24]. The yield is 1.00. (8) The reactants are [O:1]1[C:5]2([CH2:10][CH2:9][NH:8][CH2:7][CH2:6]2)[O:4][CH2:3][CH2:2]1.C(=O)([O-])[O-].[K+].[K+].CC(N(C)C)=O.[Br:23][C:24]1[C:25]([CH3:38])=[C:26]([CH3:37])[C:27]2[O:31][C:30]([CH2:33]I)([CH3:32])[CH2:29][C:28]=2[C:35]=1[CH3:36]. The catalyst is C(OCC)(=O)C.O. The product is [Br:23][C:24]1[C:25]([CH3:38])=[C:26]([CH3:37])[C:27]2[O:31][C:30]([CH2:32][N:8]3[CH2:9][CH2:10][C:5]4([O:4][CH2:3][CH2:2][O:1]4)[CH2:6][CH2:7]3)([CH3:33])[CH2:29][C:28]=2[C:35]=1[CH3:36]. The yield is 0.750. (9) The reactants are Cl.[Cl:2][C:3]1[CH:4]=[C:5]([C:10]2([C:23]([F:26])([F:25])[F:24])[O:14][N:13]=[C:12]([C:15]3[CH:16]=[C:17]([CH:20]=[CH:21][CH:22]=3)[CH2:18][NH2:19])[CH2:11]2)[CH:6]=[C:7]([Cl:9])[CH:8]=1.C(N(CC)CC)C.[C:34](Cl)(=[O:37])[CH2:35][CH3:36]. The catalyst is C(Cl)Cl. The product is [Cl:2][C:3]1[CH:4]=[C:5]([C:10]2([C:23]([F:24])([F:26])[F:25])[O:14][N:13]=[C:12]([C:15]3[CH:16]=[C:17]([CH:20]=[CH:21][CH:22]=3)[CH2:18][NH:19][C:34](=[O:37])[CH2:35][CH3:36])[CH2:11]2)[CH:6]=[C:7]([Cl:9])[CH:8]=1. The yield is 0.110. (10) The reactants are [C:1]([O:5][C:6]([NH:8][CH2:9][CH:10]1[CH2:15][CH2:14][CH:13]([NH:16]C(=O)OCC2C=CC=CC=2)[CH2:12][CH2:11]1)=[O:7])([CH3:4])([CH3:3])[CH3:2]. The catalyst is CO. The product is [NH2:16][C@H:13]1[CH2:14][CH2:15][C@H:10]([CH2:9][NH:8][C:6](=[O:7])[O:5][C:1]([CH3:3])([CH3:2])[CH3:4])[CH2:11][CH2:12]1. The yield is 0.950.